Dataset: Forward reaction prediction with 1.9M reactions from USPTO patents (1976-2016). Task: Predict the product of the given reaction. (1) Given the reactants [C:1]([C:5]1[CH:13]=[C:12]([Br:14])[C:11]([CH3:15])=[C:7]([C:8]([OH:10])=O)[C:6]=1[OH:16])([CH3:4])([CH3:3])[CH3:2].[Cl:17][C:18]1[CH:24]=[C:23]([Cl:25])[CH:22]=[CH:21][C:19]=1[NH2:20], predict the reaction product. The product is: [Br:14][C:12]1[C:11]([CH3:15])=[C:7]([C:6]([OH:16])=[C:5]([C:1]([CH3:2])([CH3:3])[CH3:4])[CH:13]=1)[C:8]([NH:20][C:19]1[CH:21]=[CH:22][C:23]([Cl:25])=[CH:24][C:18]=1[Cl:17])=[O:10]. (2) Given the reactants [Cl:1][C:2]1[C:10]([C:11]#[N:12])=[CH:9][CH:8]=[C:7]2[C:3]=1[CH:4]=[C:5]([CH2:13][CH2:14][CH3:15])[NH:6]2.Cl[CH2:17][C:18]1[N:22]=[C:21]([C:23]2[C:24]([CH3:29])=[N:25][O:26][C:27]=2[CH3:28])[O:20][N:19]=1, predict the reaction product. The product is: [Cl:1][C:2]1[C:10]([C:11]#[N:12])=[CH:9][CH:8]=[C:7]2[C:3]=1[CH:4]=[C:5]([CH2:13][CH2:14][CH3:15])[N:6]2[CH2:17][C:18]1[N:22]=[C:21]([C:23]2[C:24]([CH3:29])=[N:25][O:26][C:27]=2[CH3:28])[O:20][N:19]=1. (3) Given the reactants [Br:1][C:2]1[CH:3]=[CH:4][C:5]2[CH2:11][CH2:10][CH2:9][C:8]([CH2:12][Cl:13])=[CH:7][C:6]=2[CH:14]=1.[NH2:15][C:16]([NH2:18])=[S:17], predict the reaction product. The product is: [ClH:13].[C:16]([S:17][CH2:12][C:8]1[CH2:9][CH2:10][CH2:11][C:5]2[CH:4]=[CH:3][C:2]([Br:1])=[CH:14][C:6]=2[CH:7]=1)(=[NH:15])[NH2:18]. (4) The product is: [C:39]([C:30]1[N:29]=[C:28]2[C:33]([NH:34][C:35](=[O:36])[N:27]2[C:3]2[CH:4]=[C:5]([O:15][CH2:16][C:17]3[C:22]([O:23][CH3:24])=[CH:21][CH:20]=[C:19]([F:25])[C:18]=3[F:26])[C:6]([O:8][CH2:9][C:10]([O:12][CH2:13][CH3:14])=[O:11])=[CH:7][C:2]=2[Cl:1])=[C:32]([O:37][CH3:38])[N:31]=1)(=[O:41])[CH3:40]. Given the reactants [Cl:1][C:2]1[CH:7]=[C:6]([O:8][CH2:9][C:10]([O:12][CH2:13][CH3:14])=[O:11])[C:5]([O:15][CH2:16][C:17]2[C:22]([O:23][CH3:24])=[CH:21][CH:20]=[C:19]([F:25])[C:18]=2[F:26])=[CH:4][C:3]=1[N:27]1[C:35](=[O:36])[NH:34][C:33]2[C:28]1=[N:29][C:30]([CH:39]([OH:41])[CH3:40])=[N:31][C:32]=2[O:37][CH3:38].CC(OI1(OC(C)=O)(OC(C)=O)OC(=O)C2C1=CC=CC=2)=O, predict the reaction product. (5) Given the reactants [F:1][C:2]1[CH:7]=[CH:6][C:5]([C:8]2[O:9][C:10]3[CH:20]=[CH:19][C:18]([C:21]4[CH:26]=[C:25]([C:27](=[O:33])[NH:28][CH2:29][CH:30]([CH3:32])[CH3:31])[CH:24]=[CH:23][C:22]=4[OH:34])=[CH:17][C:11]=3[C:12]=2[C:13]([NH:15][CH3:16])=[O:14])=[CH:4][CH:3]=1.Br[CH2:36][CH2:37][N:38]1[C:46](=[O:47])[C:45]2[C:40](=[CH:41][CH:42]=[CH:43][CH:44]=2)[C:39]1=[O:48].C1CCN2C(=NCCC2)CC1, predict the reaction product. The product is: [O:48]=[C:39]1[C:40]2[C:45](=[CH:44][CH:43]=[CH:42][CH:41]=2)[C:46](=[O:47])[N:38]1[CH2:37][CH2:36][O:34][C:22]1[CH:23]=[CH:24][C:25]([C:27](=[O:33])[NH:28][CH2:29][CH:30]([CH3:32])[CH3:31])=[CH:26][C:21]=1[C:18]1[CH:19]=[CH:20][C:10]2[O:9][C:8]([C:5]3[CH:4]=[CH:3][C:2]([F:1])=[CH:7][CH:6]=3)=[C:12]([C:13]([NH:15][CH3:16])=[O:14])[C:11]=2[CH:17]=1.